From a dataset of Full USPTO retrosynthesis dataset with 1.9M reactions from patents (1976-2016). Predict the reactants needed to synthesize the given product. (1) Given the product [CH3:19][C@H:14]1[NH:15][C@@H:16]([CH3:17])[CH2:35][N:33]([C:2]2[CH:7]=[CH:6][C:5]([C:8]([F:11])([F:10])[F:9])=[CH:4][N:3]=2)[CH2:34]1, predict the reactants needed to synthesize it. The reactants are: Cl[C:2]1[CH:7]=[CH:6][C:5]([C:8]([F:11])([F:10])[F:9])=[CH:4][N:3]=1.CN[C@H:14]1[CH2:19]N[CH2:17][C@@H:16](NC)[NH:15]1.C(=O)([O-])[O-].[K+].[K+].[Na+].[I-].[Cl-].[Na+].C[N:33]([CH:35]=O)[CH3:34]. (2) Given the product [S:1]1[CH:5]=[C:4]([CH:6]2[CH2:8][CH:7]2[CH2:9][N:16]([CH3:17])[CH3:15])[C:3]2[CH:11]=[CH:12][CH:13]=[CH:14][C:2]1=2, predict the reactants needed to synthesize it. The reactants are: [S:1]1[CH:5]=[C:4]([C@@H:6]2[CH2:8][C@H:7]2[CH:9]=O)[C:3]2[CH:11]=[CH:12][CH:13]=[CH:14][C:2]1=2.[CH3:15][NH:16][CH3:17].C1COCC1.C(O[BH-](OC(=O)C)OC(=O)C)(=O)C.[Na+].C(=O)(O)[O-].[Na+]. (3) The reactants are: CC1(C)C(C)(C)OB([C:9]2[C:10]([O:15][CH2:16][CH:17]3[CH2:21][CH2:20][N:19]([C:22]([O:24][C:25]([CH3:28])([CH3:27])[CH3:26])=[O:23])[CH2:18]3)=[N:11][CH:12]=[CH:13][CH:14]=2)O1.Br[C:31]1[CH:36]=[CH:35][C:34]([C:37]2[N:38]=[CH:39][C:40]([NH2:43])=[N:41][CH:42]=2)=[C:33]([F:44])[CH:32]=1. Given the product [NH2:43][C:40]1[N:41]=[CH:42][C:37]([C:34]2[CH:35]=[CH:36][C:31]([C:9]3[C:10]([O:15][CH2:16][CH:17]4[CH2:21][CH2:20][N:19]([C:22]([O:24][C:25]([CH3:26])([CH3:27])[CH3:28])=[O:23])[CH2:18]4)=[N:11][CH:12]=[CH:13][CH:14]=3)=[CH:32][C:33]=2[F:44])=[N:38][CH:39]=1, predict the reactants needed to synthesize it. (4) Given the product [Cl:1][C:2]1[CH:9]=[C:8]([Cl:10])[CH:7]=[CH:6][C:3]=1/[CH:4]=[C:14](/[C:13](=[O:20])[CH2:12][Cl:11])\[C:15]([O:17][CH2:18][CH3:19])=[O:16], predict the reactants needed to synthesize it. The reactants are: [Cl:1][C:2]1[CH:9]=[C:8]([Cl:10])[CH:7]=[CH:6][C:3]=1[CH:4]=O.[Cl:11][CH2:12][C:13](=[O:20])[CH2:14][C:15]([O:17][CH2:18][CH3:19])=[O:16].C(N)C1C=CC=CC=1.C(O)(=O)C.